Predict the reactants needed to synthesize the given product. From a dataset of Full USPTO retrosynthesis dataset with 1.9M reactions from patents (1976-2016). (1) The reactants are: [F:1][C:2]1[CH:26]=[CH:25][CH:24]=[C:23]([F:27])[C:3]=1[C:4]([NH:6][C:7]1[C:8]([C:12]2[NH:16][C:15]3[CH:17]=[CH:18][C:19]([CH:21]=O)=[CH:20][C:14]=3[N:13]=2)=[N:9][NH:10][CH:11]=1)=[O:5].[CH3:28][NH:29][CH3:30]. Given the product [CH3:28][N:29]([CH2:21][C:19]1[CH:18]=[CH:17][C:15]2[NH:16][C:12]([C:8]3[C:7]([NH:6][C:4](=[O:5])[C:3]4[C:2]([F:1])=[CH:26][CH:25]=[CH:24][C:23]=4[F:27])=[CH:11][NH:10][N:9]=3)=[N:13][C:14]=2[CH:20]=1)[CH3:30], predict the reactants needed to synthesize it. (2) Given the product [CH:55]1([CH2:54][C:53]([NH:52][C:48]2[C:47]([CH3:61])=[CH:46][C:45]([N:39]3[CH:43]=[CH:42][CH:41]=[CH:40]3)=[CH:50][C:49]=2[CH3:51])=[O:60])[CH2:59][CH2:58][CH2:57][CH2:56]1, predict the reactants needed to synthesize it. The reactants are: C(=CC(C=CC1C=CC=CC=1)=O)C1C=CC=CC=1.N1C2C(=CC=C3C=2N=CC=C3)C=CC=1.C(=O)([O-])[O-].[Cs+].[Cs+].[NH:39]1[CH:43]=[CH:42][CH:41]=[CH:40]1.Br[C:45]1[CH:50]=[C:49]([CH3:51])[C:48]([NH:52][C:53](=[O:60])[CH2:54][CH:55]2[CH2:59][CH2:58][CH2:57][CH2:56]2)=[C:47]([CH3:61])[CH:46]=1. (3) Given the product [F:16][C:17]1[CH:25]=[CH:24][C:23]([N+:26]([O-:28])=[O:27])=[CH:22][C:18]=1[C:19]([N:4]1[CH2:5][CH2:6][N:1]([C:7]2[CH:8]=[CH:9][C:10]([C:13](=[O:15])[CH3:14])=[CH:11][CH:12]=2)[CH2:2][CH2:3]1)=[O:20], predict the reactants needed to synthesize it. The reactants are: [N:1]1([C:7]2[CH:12]=[CH:11][C:10]([C:13](=[O:15])[CH3:14])=[CH:9][CH:8]=2)[CH2:6][CH2:5][NH:4][CH2:3][CH2:2]1.[F:16][C:17]1[CH:25]=[CH:24][C:23]([N+:26]([O-:28])=[O:27])=[CH:22][C:18]=1[C:19](O)=[O:20]. (4) Given the product [O:36]=[S:34]1(=[O:38])[CH2:14][CH2:13][N:12]([C:18]([N:20]2[CH2:21][CH2:22][CH:23]([NH:26][C:27](=[O:33])[O:28][C:29]([CH3:30])([CH3:32])[CH3:31])[CH2:24][CH2:25]2)=[O:19])[CH2:17][CH2:16]1, predict the reactants needed to synthesize it. The reactants are: ClC1C=CC=C(C(OO)=O)C=1.[N:12]1([C:18]([N:20]2[CH2:25][CH2:24][CH:23]([NH:26][C:27](=[O:33])[O:28][C:29]([CH3:32])([CH3:31])[CH3:30])[CH2:22][CH2:21]2)=[O:19])[CH2:17][CH2:16]S[CH2:14][CH2:13]1.[S:34]([O-:38])([O-])(=[O:36])=S.[Na+].[Na+]. (5) The reactants are: [CH:1]1[C:10]2[C:5](=[CH:6][CH:7]=[CH:8][CH:9]=2)[CH:4]=[CH:3][CH:2]=1.[CH2:11]=[O:12].S(=O)(=O)(O)O.C(C1C=CC=CC=1)C. Given the product [C:9]1([CH:11]=[O:12])[C:10]2[C:5](=[CH:4][CH:3]=[CH:2][CH:1]=2)[CH:6]=[CH:7][CH:8]=1, predict the reactants needed to synthesize it. (6) Given the product [CH2:1]([N:24]1[CH2:23][CH2:22][CH:21]([N:19]2[CH:20]=[C:16]([Br:15])[CH:17]=[N:18]2)[CH2:26][CH2:25]1)[C:2]1[CH:7]=[CH:6][CH:5]=[CH:4][CH:3]=1, predict the reactants needed to synthesize it. The reactants are: [CH2:1](Br)[C:2]1[CH:7]=[CH:6][CH:5]=[CH:4][CH:3]=1.C(=O)([O-])[O-].[K+].[K+].[Br:15][C:16]1[CH:17]=[N:18][N:19]([CH:21]2[CH2:26][CH2:25][NH:24][CH2:23][CH2:22]2)[CH:20]=1. (7) Given the product [Br:32][C:16]1[C:11]([C@@H:10]([NH:25][S@:26]([C:28]([CH3:31])([CH3:30])[CH3:29])=[O:27])[CH2:9][C:4]2[CH:3]=[C:2]([F:1])[CH:7]=[C:6]([F:8])[CH:5]=2)=[N:12][CH:13]=[CH:14][CH:15]=1, predict the reactants needed to synthesize it. The reactants are: [F:1][C:2]1[CH:3]=[C:4]([CH2:9][C@H:10]([NH:25][S@:26]([C:28]([CH3:31])([CH3:30])[CH3:29])=[O:27])[C:11]2[C:16](C3C=CC(OC)=CC=3)=[CH:15][CH:14]=[CH:13][N:12]=2)[CH:5]=[C:6]([F:8])[CH:7]=1.[Br:32]C1C(C=N[S@](C(C)(C)C)=O)=NC=CC=1. (8) Given the product [F:1][C:2]1[CH:7]=[C:6]([N+:8]([O-:10])=[O:9])[CH:5]=[CH:4][C:3]=1[N:11]1[CH2:16][CH2:15][S:19](=[O:21])(=[O:18])[CH2:13][CH2:12]1, predict the reactants needed to synthesize it. The reactants are: [F:1][C:2]1[CH:7]=[C:6]([N+:8]([O-:10])=[O:9])[CH:5]=[CH:4][C:3]=1[N:11]1[CH2:16][CH2:15]S[CH2:13][CH2:12]1.O[O:18][S:19]([O-:21])=O.[K+]. (9) Given the product [CH2:1]([O:3][C:4]([N:6]1[CH2:10][CH2:9][C@H:8]([NH:11][C:12]2[CH:17]=[CH:16][C:15]([NH2:18])=[CH:14][N:13]=2)[CH2:7]1)=[O:5])[CH3:2], predict the reactants needed to synthesize it. The reactants are: [CH2:1]([O:3][C:4]([N:6]1[CH2:10][CH2:9][C@H:8]([NH:11][C:12]2[CH:17]=[CH:16][C:15]([N+:18]([O-])=O)=[CH:14][N:13]=2)[CH2:7]1)=[O:5])[CH3:2].C1COCC1. (10) The reactants are: Cl.[CH:2]1([NH:8][OH:9])[CH2:7][CH2:6][CH2:5][CH2:4][CH2:3]1.[CH3:10][C:11]([CH3:24])([CH3:23])[C:12]([NH:14][C:15]1[N:20]=[C:19]([CH:21]=O)[CH:18]=[CH:17][CH:16]=1)=[O:13]. Given the product [CH:2]1([N+:8]([O-:9])=[CH:21][C:19]2[CH:18]=[CH:17][CH:16]=[C:15]([NH:14][C:12](=[O:13])[C:11]([CH3:23])([CH3:10])[CH3:24])[N:20]=2)[CH2:7][CH2:6][CH2:5][CH2:4][CH2:3]1, predict the reactants needed to synthesize it.